This data is from NCI-60 drug combinations with 297,098 pairs across 59 cell lines. The task is: Regression. Given two drug SMILES strings and cell line genomic features, predict the synergy score measuring deviation from expected non-interaction effect. (1) Drug 1: CC12CCC3C(C1CCC2=O)CC(=C)C4=CC(=O)C=CC34C. Drug 2: CCC1(CC2CC(C3=C(CCN(C2)C1)C4=CC=CC=C4N3)(C5=C(C=C6C(=C5)C78CCN9C7C(C=CC9)(C(C(C8N6C=O)(C(=O)OC)O)OC(=O)C)CC)OC)C(=O)OC)O.OS(=O)(=O)O. Cell line: NCI/ADR-RES. Synergy scores: CSS=57.2, Synergy_ZIP=4.08, Synergy_Bliss=1.02, Synergy_Loewe=1.03, Synergy_HSA=0.383. (2) Drug 1: CC1=C(C(=CC=C1)Cl)NC(=O)C2=CN=C(S2)NC3=CC(=NC(=N3)C)N4CCN(CC4)CCO. Drug 2: CCC1(C2=C(COC1=O)C(=O)N3CC4=CC5=C(C=CC(=C5CN(C)C)O)N=C4C3=C2)O.Cl. Cell line: SK-MEL-5. Synergy scores: CSS=26.7, Synergy_ZIP=-1.94, Synergy_Bliss=-1.22, Synergy_Loewe=-18.9, Synergy_HSA=0.317. (3) Drug 1: CC12CCC(CC1=CCC3C2CCC4(C3CC=C4C5=CN=CC=C5)C)O. Drug 2: N.N.Cl[Pt+2]Cl. Cell line: TK-10. Synergy scores: CSS=1.21, Synergy_ZIP=-0.257, Synergy_Bliss=0.0172, Synergy_Loewe=-2.60, Synergy_HSA=-1.34. (4) Drug 1: CC1=C(C=C(C=C1)NC2=NC=CC(=N2)N(C)C3=CC4=NN(C(=C4C=C3)C)C)S(=O)(=O)N.Cl. Drug 2: COCCOC1=C(C=C2C(=C1)C(=NC=N2)NC3=CC=CC(=C3)C#C)OCCOC.Cl. Cell line: OVCAR-8. Synergy scores: CSS=4.81, Synergy_ZIP=-1.04, Synergy_Bliss=4.28, Synergy_Loewe=3.92, Synergy_HSA=4.62. (5) Drug 1: CS(=O)(=O)CCNCC1=CC=C(O1)C2=CC3=C(C=C2)N=CN=C3NC4=CC(=C(C=C4)OCC5=CC(=CC=C5)F)Cl. Drug 2: CC12CCC3C(C1CCC2O)C(CC4=C3C=CC(=C4)O)CCCCCCCCCS(=O)CCCC(C(F)(F)F)(F)F. Cell line: PC-3. Synergy scores: CSS=8.56, Synergy_ZIP=-4.61, Synergy_Bliss=-0.375, Synergy_Loewe=1.21, Synergy_HSA=1.69. (6) Drug 1: CC1C(C(CC(O1)OC2CC(CC3=C2C(=C4C(=C3O)C(=O)C5=C(C4=O)C(=CC=C5)OC)O)(C(=O)C)O)N)O.Cl. Drug 2: C(CN)CNCCSP(=O)(O)O. Cell line: MOLT-4. Synergy scores: CSS=43.8, Synergy_ZIP=4.25, Synergy_Bliss=8.67, Synergy_Loewe=-17.3, Synergy_HSA=8.22. (7) Drug 1: CC12CCC(CC1=CCC3C2CCC4(C3CC=C4C5=CN=CC=C5)C)O. Drug 2: C(CN)CNCCSP(=O)(O)O. Cell line: M14. Synergy scores: CSS=-0.728, Synergy_ZIP=-0.258, Synergy_Bliss=-2.14, Synergy_Loewe=-4.10, Synergy_HSA=-3.02.